Task: Predict the reaction yield, written as a fraction of the theoretical maximum amount of product (1.0 means a 100% yield; for example, 0.34 means a 34% yield).. Dataset: Reaction yield outcomes from USPTO patents with 853,638 reactions (1) The reactants are [Cl:1][C:2]1[CH:7]=[C:6](I)[C:5]([Cl:9])=[CH:4][N:3]=1.[NH2:10][C:11]1[CH:18]=[CH:17][C:16]([F:19])=[CH:15][C:12]=1[C:13]#[N:14].[O-]P(OP(OP([O-])([O-])=O)([O-])=O)(=O)[O-].[K+].[K+].[K+].[K+].[K+]. The catalyst is O1CCOCC1.C([O-])(=O)C.[Pd+2].C([O-])(=O)C.C1C=CC(P(C2C(OC3C(P(C4C=CC=CC=4)C4C=CC=CC=4)=CC=CC=3)=CC=CC=2)C2C=CC=CC=2)=CC=1. The product is [Cl:1][C:2]1[CH:7]=[C:6]([NH:10][C:11]2[CH:18]=[CH:17][C:16]([F:19])=[CH:15][C:12]=2[C:13]#[N:14])[C:5]([Cl:9])=[CH:4][N:3]=1. The yield is 0.860. (2) The reactants are [CH3:1][O:2][C:3]1[CH:4]=[C:5]2[C:10](=[CH:11][C:12]=1[O:13][CH2:14][CH2:15][O:16][CH3:17])[N:9]=[CH:8][N:7]=[C:6]2[S:18][C:19]1[CH:20]=[C:21]([CH:23]=[CH:24][CH:25]=1)[NH2:22].[C:26]([C:30]1[CH:34]=[C:33]([NH:35][C:36](=O)[O:37]C2C=CC=CC=2)[N:32]([C:45]2[CH:50]=[CH:49][C:48]([CH3:51])=[CH:47][C:46]=2[CH3:52])[N:31]=1)([CH3:29])([CH3:28])[CH3:27]. No catalyst specified. The product is [C:26]([C:30]1[CH:34]=[C:33]([NH:35][C:36]([NH:22][C:21]2[CH:23]=[CH:24][CH:25]=[C:19]([S:18][C:6]3[C:5]4[C:10](=[CH:11][C:12]([O:13][CH2:14][CH2:15][O:16][CH3:17])=[C:3]([O:2][CH3:1])[CH:4]=4)[N:9]=[CH:8][N:7]=3)[CH:20]=2)=[O:37])[N:32]([C:45]2[CH:50]=[CH:49][C:48]([CH3:51])=[CH:47][C:46]=2[CH3:52])[N:31]=1)([CH3:29])([CH3:28])[CH3:27]. The yield is 0.770. (3) The reactants are N([O-])=O.[K+].N[C:6]1[CH:13]=[CH:12][C:9]([C:10]#[N:11])=[C:8]([F:14])[C:7]=1[CH3:15].[BrH:16].[OH-].[Na+]. The catalyst is CS(C)=O.[Cu]Br.O. The product is [Br:16][C:6]1[CH:13]=[CH:12][C:9]([C:10]#[N:11])=[C:8]([F:14])[C:7]=1[CH3:15]. The yield is 0.800. (4) The reactants are [C:1]([O:5][C:6]([N:8]1[CH2:11][C:10](=O)[CH2:9]1)=[O:7])([CH3:4])([CH3:3])[CH3:2].[CH3:13][C:14]1([OH:20])[CH2:19][CH2:18][NH:17][CH2:16][CH2:15]1.C(O[BH-](OC(=O)C)OC(=O)C)(=O)C.[Na+]. The catalyst is ClCCCl. The product is [C:1]([O:5][C:6]([N:8]1[CH2:11][CH:10]([N:17]2[CH2:18][CH2:19][C:14]([OH:20])([CH3:13])[CH2:15][CH2:16]2)[CH2:9]1)=[O:7])([CH3:4])([CH3:3])[CH3:2]. The yield is 0.550.